Dataset: Catalyst prediction with 721,799 reactions and 888 catalyst types from USPTO. Task: Predict which catalyst facilitates the given reaction. (1) Reactant: [F:1][C:2]([F:15])([F:14])[S:3]([O:6]S(C(F)(F)F)(=O)=O)(=[O:5])=[O:4].[N+:16]([C:19]1[CH:28]=[C:27]2[C:22]([CH2:23][CH2:24][CH2:25][C:26]2=O)=[CH:21][CH:20]=1)([O-:18])=[O:17].C(C1C=C(C)C=C(C(C)(C)C)N=1)(C)(C)C. Product: [N+:16]([C:19]1[CH:20]=[CH:21][CH:22]2[CH:27]([CH:28]=1)[C:26]([O:6][S:3]([C:2]([F:15])([F:14])[F:1])(=[O:5])=[O:4])=[CH:25][CH2:24][CH2:23]2)([O-:18])=[O:17]. The catalyst class is: 4. (2) Reactant: [C:1]([O:5][C:6](=[O:19])[CH:7]=[CH:8][C:9]1[CH:14]=[C:13]([CH3:15])[C:12]([CH:16]=[O:17])=[C:11]([CH3:18])[CH:10]=1)([CH3:4])([CH3:3])[CH3:2]. Product: [C:1]([O:5][C:6](=[O:19])[CH2:7][CH2:8][C:9]1[CH:14]=[C:13]([CH3:15])[C:12]([CH:16]=[O:17])=[C:11]([CH3:18])[CH:10]=1)([CH3:4])([CH3:3])[CH3:2]. The catalyst class is: 707. (3) The catalyst class is: 28. Reactant: Br[C:2]1[CH:7]=[CH:6][C:5]([CH3:8])=[CH:4][C:3]=1[F:9].[Li]CCCC.[CH3:15][CH2:16][C:17](=[O:20])[CH2:18][CH3:19]. Product: [F:9][C:3]1[CH:4]=[C:5]([CH3:8])[CH:6]=[CH:7][C:2]=1[C:17]([OH:20])([CH2:18][CH3:19])[CH2:16][CH3:15]. (4) Reactant: [Cl:1][C:2]1[CH:7]=[CH:6][C:5]([C:8]2[N:9]([CH2:14][C:15]3[CH:20]=[CH:19][C:18]([O:21][CH3:22])=[CH:17][CH:16]=3)[C:10](=[O:13])[NH:11][N:12]=2)=[CH:4][CH:3]=1.Cl[CH2:24][C:25]([NH:27][CH2:28][C:29]1[CH:34]=[CH:33][CH:32]=[C:31]([C:35]([F:38])([F:37])[F:36])[CH:30]=1)=[O:26].C(=O)([O-])[O-].[K+].[K+]. Product: [Cl:1][C:2]1[CH:7]=[CH:6][C:5]([C:8]2[N:9]([CH2:14][C:15]3[CH:20]=[CH:19][C:18]([O:21][CH3:22])=[CH:17][CH:16]=3)[C:10](=[O:13])[N:11]([CH2:24][C:25]([NH:27][CH2:28][C:29]3[CH:34]=[CH:33][CH:32]=[C:31]([C:35]([F:36])([F:37])[F:38])[CH:30]=3)=[O:26])[N:12]=2)=[CH:4][CH:3]=1. The catalyst class is: 10. (5) Reactant: [Cl:1][C:2]1[CH:3]=[C:4]([CH2:9][N:10]2[C:14]3[C:15](=[O:19])[CH2:16][CH2:17][CH2:18][C:13]=3[N:12]=[C:11]2[CH:20]([CH3:22])[CH3:21])[CH:5]=[CH:6][C:7]=1[Cl:8].ClCCl.[BH4-].[Na+].O. Product: [Cl:1][C:2]1[CH:3]=[C:4]([CH2:9][N:10]2[C:14]3[CH:15]([OH:19])[CH2:16][CH2:17][CH2:18][C:13]=3[N:12]=[C:11]2[CH:20]([CH3:22])[CH3:21])[CH:5]=[CH:6][C:7]=1[Cl:8]. The catalyst class is: 5.